This data is from Retrosynthesis with 50K atom-mapped reactions and 10 reaction types from USPTO. The task is: Predict the reactants needed to synthesize the given product. (1) Given the product c1ccc(Oc2cccc(-c3cc(CCCN4CCN(c5ccccc5)CC4)on3)c2)cc1, predict the reactants needed to synthesize it. The reactants are: O=CCCc1cc(-c2cccc(Oc3ccccc3)c2)no1.c1ccc(N2CCNCC2)cc1. (2) Given the product CCOC(=O)c1oc2cccc(OCCCNCc3cccnc3)c2c1CN, predict the reactants needed to synthesize it. The reactants are: CCOC(=O)c1oc2cccc(OCCCNCc3cccnc3)c2c1CN=[N+]=[N-].